This data is from Full USPTO retrosynthesis dataset with 1.9M reactions from patents (1976-2016). The task is: Predict the reactants needed to synthesize the given product. (1) Given the product [CH3:68][N:70]([C@@H:71]([C:74]1[CH:79]=[CH:78][CH:77]=[CH:76][CH:75]=1)[CH3:72])[C:1]([C:4]1[S:8][C:7]([N:9]2[CH2:14][CH2:13][N:12]([C:15]([O:17][C:18]([CH3:21])([CH3:20])[CH3:19])=[O:16])[CH2:11][CH2:10]2)=[N:6][CH:5]=1)=[O:3], predict the reactants needed to synthesize it. The reactants are: [C:1]([C:4]1[S:8][C:7]([N:9]2[CH2:14][CH2:13][N:12]([C:15]([O:17][C:18]([CH3:21])([CH3:20])[CH3:19])=[O:16])[CH2:11][CH2:10]2)=[N:6][CH:5]=1)([OH:3])=O.F[P-](F)(F)(F)(F)F.N1(OC(N(C)C)=[N+](C)C)C2C=CC=CC=2N=N1.CC1C=CC(C)=CC=1CC(N1CCC(C2SC=C([C:68]([N:70](C)[C@@H:71]([C:74]3[CH:79]=[CH:78][CH:77]=[CH:76][CH:75]=3)[CH2:72]C)=O)N=2)CC1)=O. (2) Given the product [C:2]([C:4]1[CH:5]=[C:6]([NH:10][C:20](=[O:21])[CH2:19][CH2:18][Cl:17])[CH:7]=[CH:8][CH:9]=1)(=[O:3])[CH3:1], predict the reactants needed to synthesize it. The reactants are: [CH3:1][C:2]([C:4]1[CH:9]=[CH:8][CH:7]=[C:6]([NH2:10])[CH:5]=1)=[O:3].C(=O)([O-])[O-].[K+].[K+].[Cl:17][CH2:18][CH2:19][C:20](Cl)=[O:21].